This data is from Full USPTO retrosynthesis dataset with 1.9M reactions from patents (1976-2016). The task is: Predict the reactants needed to synthesize the given product. (1) Given the product [OH:7][CH2:8][CH2:9][O:10][CH:11]1[CH2:16][CH2:15][N:14]([C:17]([O:19][CH2:20][C:21]2[CH:22]=[CH:23][CH:24]=[CH:25][CH:26]=2)=[O:18])[CH2:13][CH2:12]1, predict the reactants needed to synthesize it. The reactants are: O1CCCCC1[O:7][CH2:8][CH2:9][O:10][CH:11]1[CH2:16][CH2:15][N:14]([C:17]([O:19][CH2:20][C:21]2[CH:26]=[CH:25][CH:24]=[CH:23][CH:22]=2)=[O:18])[CH2:13][CH2:12]1.O.C1(C)C=CC(S(O)(=O)=O)=CC=1.C(=O)(O)[O-].[Na+]. (2) Given the product [C:26]([O:1][C:2]1[CH:11]=[C:10]2[C:5]([C:6](=[O:19])[C:7]([CH3:18])=[C:8]([C:12]3[CH:17]=[CH:16][CH:15]=[CH:14][CH:13]=3)[O:9]2)=[CH:4][CH:3]=1)#[C:27][CH3:28], predict the reactants needed to synthesize it. The reactants are: [OH:1][C:2]1[CH:11]=[C:10]2[C:5]([C:6](=[O:19])[C:7]([CH3:18])=[C:8]([C:12]3[CH:17]=[CH:16][CH:15]=[CH:14][CH:13]=3)[O:9]2)=[CH:4][CH:3]=1.C([O-])([O-])=O.[K+].[K+].[CH2:26](Br)[C:27]#[CH:28].